From a dataset of Forward reaction prediction with 1.9M reactions from USPTO patents (1976-2016). Predict the product of the given reaction. Given the reactants [CH:1]([C:3]1[C:16]([N+:17]([O-:19])=[O:18])=[CH:15][C:6]([O:7][CH2:8][CH2:9][CH2:10][C:11]([O:13][CH3:14])=[O:12])=[C:5]([O:20][CH3:21])[CH:4]=1)=[O:2].[BH4-].[Na+].O.[K+].[Br-], predict the reaction product. The product is: [OH:2][CH2:1][C:3]1[C:16]([N+:17]([O-:19])=[O:18])=[CH:15][C:6]([O:7][CH2:8][CH2:9][CH2:10][C:11]([O:13][CH3:14])=[O:12])=[C:5]([O:20][CH3:21])[CH:4]=1.